This data is from Full USPTO retrosynthesis dataset with 1.9M reactions from patents (1976-2016). The task is: Predict the reactants needed to synthesize the given product. (1) The reactants are: [CH3:1][O:2][C:3]1[CH:8]=[CH:7][C:6]([CH:9]=[CH:10][C:11]([OH:13])=[O:12])=[CH:5][C:4]=1[C:14]([F:17])([F:16])[F:15].C(O)C. Given the product [CH3:1][O:2][C:3]1[CH:8]=[CH:7][C:6]([CH2:9][CH2:10][C:11]([OH:13])=[O:12])=[CH:5][C:4]=1[C:14]([F:15])([F:17])[F:16], predict the reactants needed to synthesize it. (2) Given the product [F:1][C:2]([F:7])([F:6])[C:3]([OH:5])=[O:4].[CH3:8][O:9][C:10]([C@@H:12]1[CH2:16][CH2:15][CH2:18][C@H:14]([NH2:17])[CH2:13]1)=[O:11], predict the reactants needed to synthesize it. The reactants are: [F:1][C:2]([F:7])([F:6])[C:3]([OH:5])=[O:4].[CH3:8][O:9][C:10]([C@@H:12]1[CH2:16][CH2:15][C@@H:14]([NH2:17])[CH2:13]1)=[O:11].[C:18](OC(N[C@H]1CCC[C@@H](C(O)=O)C1)=O)(C)(C)C. (3) Given the product [CH2:18]([NH:24][C:23]1[N:25]=[C:26]([NH2:27])[N:28]=[C:29]([NH2:30])[N:22]=1)[OH:19], predict the reactants needed to synthesize it. The reactants are: S(=O)(=O)(O)O.C1(C)C=CC(S(O)(=O)=O)=CC=1.Cl.[CH3:18][OH:19].C=O.[N:22]1[C:29]([NH2:30])=[N:28][C:26]([NH2:27])=[N:25][C:23]=1[NH2:24]. (4) Given the product [C:19]1([CH2:18][CH2:17][CH:16]=[CH:15][C:6]2[C:7]3[C:12](=[CH:11][CH:10]=[CH:9][CH:8]=3)[CH:13]=[CH:14][C:5]=2[C:3]([OH:4])=[O:2])[CH:20]=[CH:21][CH:22]=[CH:23][CH:24]=1, predict the reactants needed to synthesize it. The reactants are: C[O:2][C:3]([C:5]1[CH:14]=[CH:13][C:12]2[C:7](=[CH:8][CH:9]=[CH:10][CH:11]=2)[C:6]=1[CH:15]=[CH:16][CH2:17][CH2:18][C:19]1[CH:24]=[CH:23][CH:22]=[CH:21][CH:20]=1)=[O:4].[OH-].[Na+]. (5) The reactants are: Br[C:2]1[CH:3]=[C:4]2[C:8](=[CH:9][CH:10]=1)[NH:7][C:6]([CH3:11])=[CH:5]2.[C:12]([O:16][CH3:17])(=[O:15])[CH:13]=[CH2:14].C1(C)C=CC=CC=1P(C1C=CC=CC=1C)C1C=CC=CC=1C.C(N(CC)CC)C.[K+].[Br-]. Given the product [CH3:17][O:16][C:12](=[O:15])[CH:13]=[CH:14][C:2]1[CH:3]=[C:4]2[C:8](=[CH:9][CH:10]=1)[NH:7][C:6]([CH3:11])=[CH:5]2, predict the reactants needed to synthesize it. (6) Given the product [Br:1][C:2]1[CH:3]=[CH:4][C:5]([N:23]2[CH2:24][CH2:25][C@@H:21]([NH:20][CH2:18][CH3:19])[CH2:22]2)=[N:6][CH:7]=1, predict the reactants needed to synthesize it. The reactants are: [Br:1][C:2]1[CH:3]=[CH:4][C:5](F)=[N:6][CH:7]=1.CCN(C(C)C)C(C)C.[CH2:18]([NH:20][C@@H:21]1[CH2:25][CH2:24][NH:23][CH2:22]1)[CH3:19]. (7) Given the product [NH2:23][C:22]1[CH:21]=[CH:20][C:17]([CH:18]=[O:19])=[CH:16][C:15]=1[CH2:14][S:11]([C:1]1[C:10]2[C:5](=[CH:6][CH:7]=[CH:8][CH:9]=2)[CH:4]=[CH:3][CH:2]=1)(=[O:13])=[O:12], predict the reactants needed to synthesize it. The reactants are: [C:1]1([S:11]([CH2:14][C:15]2[CH:16]=[C:17]([CH:20]=[CH:21][C:22]=2[N+:23]([O-])=O)[CH:18]=[O:19])(=[O:13])=[O:12])[C:10]2[C:5](=[CH:6][CH:7]=[CH:8][CH:9]=2)[CH:4]=[CH:3][CH:2]=1.CO. (8) Given the product [Cl:1][C:2]1[C:7]([C:8]([O:10][CH3:11])=[O:9])=[CH:6][N:5]=[CH:4][CH:3]=1, predict the reactants needed to synthesize it. The reactants are: [Cl:1][C:2]1[C:7]([C:8]([OH:10])=[O:9])=[CH:6][N:5]=[CH:4][CH:3]=1.[C:11](Cl)(=O)C(Cl)=O.CN(C=O)C. (9) Given the product [F:1][C:2]1[CH:20]=[CH:19][C:5]([O:6][CH2:7][CH2:8][NH:9][C:10]([C:12]2[N:13]=[N:14][C:15]([N:24]3[CH2:25][CH2:26][N:21]([C:27](=[O:28])[C:29]4[CH:34]=[CH:33][CH:32]=[CH:31][C:30]=4[C:35]([F:38])([F:36])[F:37])[CH2:22][CH2:23]3)=[CH:16][CH:17]=2)=[O:11])=[CH:4][CH:3]=1, predict the reactants needed to synthesize it. The reactants are: [F:1][C:2]1[CH:20]=[CH:19][C:5]([O:6][CH2:7][CH2:8][NH:9][C:10]([C:12]2[N:13]=[N:14][C:15](Cl)=[CH:16][CH:17]=2)=[O:11])=[CH:4][CH:3]=1.[N:21]1([C:27]([C:29]2[CH:34]=[CH:33][CH:32]=[CH:31][C:30]=2[C:35]([F:38])([F:37])[F:36])=[O:28])[CH2:26][CH2:25][NH:24][CH2:23][CH2:22]1. (10) Given the product [F:12][C:11]([F:13])([F:14])[C:8]1[CH:7]=[CH:6][C:5]([CH:3]([OH:4])[CH2:2][CH3:1])=[CH:10][CH:9]=1, predict the reactants needed to synthesize it. The reactants are: [CH3:1][CH2:2][C:3]([C:5]1[CH:10]=[CH:9][C:8]([C:11]([F:14])([F:13])[F:12])=[CH:7][CH:6]=1)=[O:4].[BH4-].[Na+].